Task: Predict the product of the given reaction.. Dataset: Forward reaction prediction with 1.9M reactions from USPTO patents (1976-2016) (1) Given the reactants [NH2:1][C:2]1[CH:25]=[C:24]([CH3:26])[C:5]([O:6][C:7]2[CH:12]=[CH:11][C:10]([OH:13])=[C:9]([S:14]([C:17]3[CH:22]=[CH:21][C:20]([F:23])=[CH:19][CH:18]=3)(=[O:16])=[O:15])[CH:8]=2)=[C:4]([CH3:27])[CH:3]=1.[C:28](OCC)(=[O:34])[C:29]([O:31][CH2:32][CH3:33])=[O:30], predict the reaction product. The product is: [CH2:32]([O:31][C:29](=[O:30])[C:28]([NH:1][C:2]1[CH:25]=[C:24]([CH3:26])[C:5]([O:6][C:7]2[CH:12]=[CH:11][C:10]([OH:13])=[C:9]([S:14]([C:17]3[CH:18]=[CH:19][C:20]([F:23])=[CH:21][CH:22]=3)(=[O:16])=[O:15])[CH:8]=2)=[C:4]([CH3:27])[CH:3]=1)=[O:34])[CH3:33]. (2) Given the reactants C([O:4][CH2:5][CH:6]1[N:15]2[C:10](=[CH:11][C:12](=[O:21])[C:13]([C:16]([O:18]CC)=[O:17])=[CH:14]2)[C:9]2[CH:22]=[C:23]([O:29][CH2:30][CH3:31])[C:24]([O:26][CH2:27][CH3:28])=[CH:25][C:8]=2[CH2:7]1)(=O)C.O[Li].O.Cl, predict the reaction product. The product is: [CH2:27]([O:26][C:24]1[C:23]([O:29][CH2:30][CH3:31])=[CH:22][C:9]2[C:10]3[N:15]([CH:6]([CH2:5][OH:4])[CH2:7][C:8]=2[CH:25]=1)[CH:14]=[C:13]([C:16]([OH:18])=[O:17])[C:12](=[O:21])[CH:11]=3)[CH3:28]. (3) Given the reactants Cl[C:2]1[C:7]([F:8])=[C:6]([Cl:9])[N:5]=[CH:4][N:3]=1.[OH:10][CH:11]1[CH2:16][CH2:15][N:14]([C:17]([O:19][C:20]([CH3:23])([CH3:22])[CH3:21])=[O:18])[CH2:13][CH2:12]1.CC(C)([O-])C.[K+], predict the reaction product. The product is: [Cl:9][C:6]1[N:5]=[CH:4][N:3]=[C:2]([O:10][CH:11]2[CH2:12][CH2:13][N:14]([C:17]([O:19][C:20]([CH3:23])([CH3:22])[CH3:21])=[O:18])[CH2:15][CH2:16]2)[C:7]=1[F:8]. (4) Given the reactants Br[C:2]1[C:10]2[C:9]([NH:11][C:12]3[CH:13]=[C:14]4[C:18](=[CH:19][CH:20]=3)[NH:17][N:16]=[CH:15]4)=[N:8][CH:7]=[N:6][C:5]=2[NH:4][CH:3]=1.[N:21]1[CH:26]=[CH:25][C:24](B(O)O)=[CH:23][CH:22]=1, predict the reaction product. The product is: [NH:17]1[C:18]2[C:14](=[CH:13][C:12]([NH:11][C:9]3[C:10]4[C:2]([C:24]5[CH:25]=[CH:26][N:21]=[CH:22][CH:23]=5)=[CH:3][NH:4][C:5]=4[N:6]=[CH:7][N:8]=3)=[CH:20][CH:19]=2)[CH:15]=[N:16]1. (5) Given the reactants [CH3:1][O:2][C@H:3]1[CH2:8][CH2:7][C@H:6]([CH2:9][N:10]2[C:15](=[O:16])[CH2:14][NH:13][C:12]3[N:17]=[CH:18][C:19]([C:21]4[C:22]([CH3:30])=[CH:23][C:24]([C:27]([NH2:29])=[O:28])=[N:25][CH:26]=4)=[N:20][C:11]2=3)[CH2:5][CH2:4]1.C(O[CH:37](OCC(C)(C)C)[N:38]([CH3:40])[CH3:39])C(C)(C)C, predict the reaction product. The product is: [CH3:37][N:38](/[CH:40]=[N:29]\[C:27](=[O:28])[C:24]1[CH:23]=[C:22]([CH3:30])[C:21]([C:19]2[CH:18]=[N:17][C:12]3[NH:13][CH2:14][C:15](=[O:16])[N:10]([CH2:9][C@H:6]4[CH2:7][CH2:8][C@H:3]([O:2][CH3:1])[CH2:4][CH2:5]4)[C:11]=3[N:20]=2)=[CH:26][N:25]=1)[CH3:39]. (6) Given the reactants Cl.[CH:2]([N:5]1[C:9]([C:10]2[CH:15]=[C:14]([CH:16]([CH3:18])[CH3:17])[C:13]([O:19]COC)=[CH:12][C:11]=2[O:23]COC)=[N:8][NH:7][C:6]1=[O:27])([CH3:4])[CH3:3].C(=O)([O-])O.[Na+], predict the reaction product. The product is: [OH:23][C:11]1[CH:12]=[C:13]([OH:19])[C:14]([CH:16]([CH3:18])[CH3:17])=[CH:15][C:10]=1[C:9]1[N:5]([CH:2]([CH3:4])[CH3:3])[C:6](=[O:27])[NH:7][N:8]=1. (7) Given the reactants [CH2:1]([NH:8][C:9]([C:28]1([C:31]([O:33]C)=[O:32])[CH2:30][CH2:29]1)([C:14]1[CH:19]=[CH:18][C:17]([O:20][CH2:21][CH2:22][CH2:23][C:24]([F:27])([F:26])[F:25])=[CH:16][CH:15]=1)[C:10]([F:13])([F:12])[F:11])[C:2]1[CH:7]=[CH:6][CH:5]=[CH:4][CH:3]=1.[I-].[Li+].Cl, predict the reaction product. The product is: [CH2:1]([NH:8][C:9]([C:28]1([C:31]([OH:33])=[O:32])[CH2:29][CH2:30]1)([C:14]1[CH:19]=[CH:18][C:17]([O:20][CH2:21][CH2:22][CH2:23][C:24]([F:25])([F:26])[F:27])=[CH:16][CH:15]=1)[C:10]([F:13])([F:12])[F:11])[C:2]1[CH:7]=[CH:6][CH:5]=[CH:4][CH:3]=1. (8) The product is: [N:1]1[CH:6]=[CH:5][C:4]([C:7]2[CH:8]=[C:9]([CH:14]=[CH:15][CH:16]=2)[C:10]([OH:12])=[O:11])=[CH:3][CH:2]=1. Given the reactants [N:1]1[CH:6]=[CH:5][C:4]([C:7]2[CH:8]=[C:9]([CH:14]=[CH:15][CH:16]=2)[C:10]([O:12]C)=[O:11])=[CH:3][CH:2]=1.[OH-].[Na+], predict the reaction product.